Dataset: Catalyst prediction with 721,799 reactions and 888 catalyst types from USPTO. Task: Predict which catalyst facilitates the given reaction. (1) Reactant: [NH2:1][C:2]1[N:3]=[N:4][C:5]([Cl:8])=[CH:6][CH:7]=1.Cl[CH2:10][CH:11]=O.C(=O)(O)[O-].[Na+]. Product: [Cl:8][C:5]1[CH:6]=[CH:7][C:2]2[N:3]([CH:10]=[CH:11][N:1]=2)[N:4]=1. The catalyst class is: 51. (2) The catalyst class is: 91. Reactant: C(OC([N:8]1[CH2:13][CH2:12][CH:11]([C:14](=[O:31])[NH:15][C:16]2[CH:21]=[CH:20][CH:19]=[CH:18][C:17]=2[O:22][C:23]2[CH:28]=[CH:27][C:26]([Cl:29])=[CH:25][C:24]=2[Cl:30])[CH2:10][CH2:9]1)=O)(C)(C)C.C(O)(C(F)(F)F)=O.C(=O)([O-])[O-].[K+].[K+].O. Product: [Cl:30][C:24]1[CH:25]=[C:26]([Cl:29])[CH:27]=[CH:28][C:23]=1[O:22][C:17]1[CH:18]=[CH:19][CH:20]=[CH:21][C:16]=1[NH:15][C:14]([CH:11]1[CH2:12][CH2:13][NH:8][CH2:9][CH2:10]1)=[O:31]. (3) Reactant: [Cl:1][C:2]1[CH:3]=[C:4]2[C:9](=[CH:10][C:11]=1[C:12](O)=[O:13])[N:8]=[CH:7][N:6]=[C:5]2[NH:15][CH:16]([C:18]1[NH:22][C:21]2[CH:23]=[CH:24][C:25]([Cl:27])=[CH:26][C:20]=2[N:19]=1)[CH3:17].FC1C(OC(N(C)C)=[N+](C)C)=C(F)C(F)=C(F)C=1F.F[P-](F)(F)(F)(F)F.C(N(C(C)C)CC)(C)C.[CH2:63]([O:65][C:66]([C@@H:68]1[CH2:72][CH2:71][CH2:70][NH:69]1)=[O:67])[CH3:64]. Product: [Cl:1][C:2]1[CH:3]=[C:4]2[C:9](=[CH:10][C:11]=1[C:12]([N:69]1[CH2:70][CH2:71][CH2:72][C@H:68]1[C:66]([O:65][CH2:63][CH3:64])=[O:67])=[O:13])[N:8]=[CH:7][N:6]=[C:5]2[NH:15][CH:16]([C:18]1[NH:22][C:21]2[CH:23]=[CH:24][C:25]([Cl:27])=[CH:26][C:20]=2[N:19]=1)[CH3:17]. The catalyst class is: 16.